From a dataset of Catalyst prediction with 721,799 reactions and 888 catalyst types from USPTO. Predict which catalyst facilitates the given reaction. (1) Reactant: [NH2:1][C@@H:2]([CH2:6][CH2:7][CH2:8][N:9]([CH:13]1[CH2:15][C@H:14]1[C:16]1[CH:21]=[CH:20][C:19]([F:22])=[CH:18][CH:17]=1)[CH2:10][CH:11]=[CH2:12])[C:3]([OH:5])=[O:4].C(O)(C(F)(F)F)=O.[CH3:30][C:31]([O:34][C:35](O[C:35]([O:34][C:31]([CH3:33])([CH3:32])[CH3:30])=[O:36])=[O:36])([CH3:33])[CH3:32].C([O-])([O-])=O.[Na+].[Na+]. Product: [C:31]([O:34][C:35]([NH:1][C@@H:2]([CH2:6][CH2:7][CH2:8][N:9]([CH:13]1[CH2:15][C@H:14]1[C:16]1[CH:21]=[CH:20][C:19]([F:22])=[CH:18][CH:17]=1)[CH2:10][CH:11]=[CH2:12])[C:3]([OH:5])=[O:4])=[O:36])([CH3:33])([CH3:32])[CH3:30]. The catalyst class is: 127. (2) Reactant: [C:1]([O:5][C:6]([NH:8][C@H:9]([C:30]([O:32][C:33]([CH3:36])([CH3:35])[CH3:34])=[O:31])[CH2:10][C@H:11]([CH2:19][C:20]1[CH:25]=[CH:24][C:23]([CH2:26][CH2:27][CH2:28]O)=[CH:22][N:21]=1)[C:12]([O:14][C:15]([CH3:18])([CH3:17])[CH3:16])=[O:13])=[O:7])([CH3:4])([CH3:3])[CH3:2].C(N(CC)CC)C.[F:44]C(F)(S(F)(=O)=O)C(F)(F)C(F)(F)C(F)(F)F.F.F.F.C(N(CC)CC)C. Product: [C:1]([O:5][C:6]([NH:8][C@H:9]([C:30]([O:32][C:33]([CH3:36])([CH3:35])[CH3:34])=[O:31])[CH2:10][C@H:11]([CH2:19][C:20]1[CH:25]=[CH:24][C:23]([CH2:26][CH2:27][CH2:28][F:44])=[CH:22][N:21]=1)[C:12]([O:14][C:15]([CH3:18])([CH3:17])[CH3:16])=[O:13])=[O:7])([CH3:4])([CH3:3])[CH3:2]. The catalyst class is: 30. (3) Reactant: [NH2:1][C:2]1[N:11]=[C:10]([O:12][CH2:13][CH3:14])[C:9]2[C:4](=[N:5][CH:6]=[CH:7][N:8]=2)[N:3]=1.[OH:15]O. Product: [NH2:1][C:2]1[N:11]=[C:10]([O:12][CH2:13][CH3:14])[C:9]2[C:4](=[N+:5]([O-:15])[CH:6]=[CH:7][N:8]=2)[N:3]=1. The catalyst class is: 55. (4) Reactant: [N:1]1[CH:6]=[CH:5][CH:4]=[C:3]([NH:7][C:8](=[O:15])OCC(Cl)(Cl)Cl)[N:2]=1.[F:16][C:17]1[C:22]([F:23])=[CH:21][CH:20]=[CH:19][C:18]=1[C:24]1[N:29]=[C:28]([N:30]2[CH2:35][CH2:34][NH:33][CH2:32][CH2:31]2)[CH:27]=[CH:26][N:25]=1. Product: [F:16][C:17]1[C:22]([F:23])=[CH:21][CH:20]=[CH:19][C:18]=1[C:24]1[N:29]=[C:28]([N:30]2[CH2:35][CH2:34][N:33]([C:8]([NH:7][C:3]3[N:2]=[N:1][CH:6]=[CH:5][CH:4]=3)=[O:15])[CH2:32][CH2:31]2)[CH:27]=[CH:26][N:25]=1. The catalyst class is: 175. (5) Reactant: Br[C:2]1[CH:11]=[C:10]([CH2:12][N:13]([C:15]([O:17][C:18]([CH3:21])([CH3:20])[CH3:19])=[O:16])[CH3:14])[CH:9]=[CH:8][C:3]=1[C:4]([O:6][CH3:7])=[O:5].[CH3:22][N:23](C=O)C. Product: [C:22]([C:2]1[CH:11]=[C:10]([CH2:12][N:13]([C:15]([O:17][C:18]([CH3:21])([CH3:20])[CH3:19])=[O:16])[CH3:14])[CH:9]=[CH:8][C:3]=1[C:4]([O:6][CH3:7])=[O:5])#[N:23]. The catalyst class is: 267. (6) Reactant: Cl.Cl[CH2:3][CH2:4][CH:5]([C:10]1[CH:15]=[C:14]([F:16])[C:13]([F:17])=[C:12]([F:18])[CH:11]=1)[C:6]([NH:8][NH2:9])=O.C(N(CC)CC)C.Cl.Cl.[CH3:28][O:29][C:30]1[N:35]=[C:34](/[CH:36]=[CH:37]/[C:38](=[NH:42])OCC)[CH:33]=[CH:32][C:31]=1[N:43]1[CH:47]=[C:46]([CH3:48])[N:45]=[CH:44]1. Product: [CH3:28][O:29][C:30]1[N:35]=[C:34](/[CH:36]=[CH:37]/[C:38]2[N:42]=[C:6]3[CH:5]([C:10]4[CH:15]=[C:14]([F:16])[C:13]([F:17])=[C:12]([F:18])[CH:11]=4)[CH2:4][CH2:3][N:8]3[N:9]=2)[CH:33]=[CH:32][C:31]=1[N:43]1[CH:47]=[C:46]([CH3:48])[N:45]=[CH:44]1. The catalyst class is: 8. (7) Reactant: [C:1]([C:3]1[C:11]2[C:6](=[CH:7][CH:8]=[CH:9][CH:10]=2)[N:5]([C:12]2[CH:17]=[CH:16][CH:15]=[C:14]([F:18])[CH:13]=2)[C:4]=1[C:19](N(OC)C)=[O:20])#[N:2].[CH3:25][Mg]Br.CCOCC. Product: [C:19]([C:4]1[N:5]([C:12]2[CH:17]=[CH:16][CH:15]=[C:14]([F:18])[CH:13]=2)[C:6]2[C:11]([C:3]=1[C:1]#[N:2])=[CH:10][CH:9]=[CH:8][CH:7]=2)(=[O:20])[CH3:25]. The catalyst class is: 7. (8) Reactant: [NH2:1][CH2:2][CH:3]1[CH2:8][CH2:7][C:6]([N:15]([CH3:17])[CH3:16])([C:9]2[CH:14]=[CH:13][CH:12]=[CH:11][CH:10]=2)[CH2:5][CH2:4]1.[Cl-].COC1N=C(OC)N=C([N+]2(C)CCOCC2)N=1.[NH:36]1[C:44]2[C:39](=[CH:40][CH:41]=[CH:42][CH:43]=2)[C:38]([CH2:45][CH2:46][CH2:47][CH2:48][CH2:49][C:50](O)=[O:51])=[CH:37]1. Product: [CH3:16][N:15]([CH3:17])[C:6]1([C:9]2[CH:10]=[CH:11][CH:12]=[CH:13][CH:14]=2)[CH2:5][CH2:4][CH:3]([CH2:2][NH:1][C:50](=[O:51])[CH2:49][CH2:48][CH2:47][CH2:46][CH2:45][C:38]2[C:39]3[C:44](=[CH:43][CH:42]=[CH:41][CH:40]=3)[NH:36][CH:37]=2)[CH2:8][CH2:7]1. The catalyst class is: 5. (9) Reactant: [CH2:1]([S:3][C:4]1[N:5]([C:17]2[CH:22]=[CH:21][C:20]([O:23][CH2:24][C:25]([F:28])([F:27])[F:26])=[CH:19][CH:18]=2)[C:6](=[O:16])[C:7]2[CH:13]=[CH:12][C:11]([CH2:14][OH:15])=[N:10][C:8]=2[N:9]=1)[CH3:2].C(N(CC)CC)C.O. Product: [CH2:1]([S:3][C:4]1[N:5]([C:17]2[CH:22]=[CH:21][C:20]([O:23][CH2:24][C:25]([F:27])([F:28])[F:26])=[CH:19][CH:18]=2)[C:6](=[O:16])[C:7]2[CH:13]=[CH:12][C:11]([CH:14]=[O:15])=[N:10][C:8]=2[N:9]=1)[CH3:2]. The catalyst class is: 16.